The task is: Predict the reaction yield, written as a fraction of the theoretical maximum amount of product (1.0 means a 100% yield; for example, 0.34 means a 34% yield).. This data is from Reaction yield outcomes from USPTO patents with 853,638 reactions. (1) The reactants are [Br:1][C:2]1[CH:7]=[CH:6][C:5]([Cl:8])=[CH:4][C:3]=1[CH2:9][OH:10].[H-].[Na+].CI.[C:15](OCC)(=O)C. The catalyst is C1COCC1. The product is [Br:1][C:2]1[CH:7]=[CH:6][C:5]([Cl:8])=[CH:4][C:3]=1[CH2:9][O:10][CH3:15]. The yield is 0.940. (2) The reactants are COC(=O)[CH2:4][CH2:5][S:6][C:7]1[CH:8]=[C:9]([O:34][C:35]2[C:36]([CH3:41])=[N:37][CH:38]=[CH:39][CH:40]=2)[C:10]([NH:13][C:14]2[S:18][N:17]=[C:16]([CH:19]3[CH2:25][CH:24]4[N:26]([C:27]([O:29][C:30]([CH3:33])([CH3:32])[CH3:31])=[O:28])[CH:21]([CH2:22][CH2:23]4)[CH2:20]3)[N:15]=2)=[N:11][CH:12]=1.C[C:44]([O-:47])(C)C.[K+].BrCCOC. The catalyst is C1COCC1. The product is [CH3:44][O:47][CH2:4][CH2:5][S:6][C:7]1[CH:8]=[C:9]([O:34][C:35]2[C:36]([CH3:41])=[N:37][CH:38]=[CH:39][CH:40]=2)[C:10]([NH:13][C:14]2[S:18][N:17]=[C:16]([CH:19]3[CH2:20][CH:21]4[N:26]([C:27]([O:29][C:30]([CH3:31])([CH3:33])[CH3:32])=[O:28])[CH:24]([CH2:23][CH2:22]4)[CH2:25]3)[N:15]=2)=[N:11][CH:12]=1. The yield is 0.773. (3) The reactants are C([O:5][C:6](=[O:34])[C:7]([CH3:33])([CH3:32])[CH2:8][NH:9][C:10]([C:12]1[N:13]=[C:14]([C:30]#[N:31])[C:15]2[C:20]([C:21]=1[OH:22])=[CH:19][CH:18]=[C:17]([O:23][CH:24]1[CH2:29][CH2:28][CH2:27][CH2:26][CH2:25]1)[CH:16]=2)=[O:11])(C)(C)C. The catalyst is C(O)(C(F)(F)F)=O.C(Cl)Cl. The product is [C:30]([C:14]1[C:15]2[C:20](=[CH:19][CH:18]=[C:17]([O:23][CH:24]3[CH2:25][CH2:26][CH2:27][CH2:28][CH2:29]3)[CH:16]=2)[C:21]([OH:22])=[C:12]([C:10]([NH:9][CH2:8][C:7]([CH3:33])([CH3:32])[C:6]([OH:34])=[O:5])=[O:11])[N:13]=1)#[N:31]. The yield is 0.180.